From a dataset of Forward reaction prediction with 1.9M reactions from USPTO patents (1976-2016). Predict the product of the given reaction. (1) Given the reactants Cl.[NH2:2][CH:3]([C:8]1[CH:13]=[CH:12][C:11]([O:14][CH3:15])=[C:10]([O:16][CH:17]2[CH2:21][CH2:20][CH2:19][CH2:18]2)[CH:9]=1)[CH2:4][CH:5]([OH:7])[CH3:6].C(N[C:26]1[CH:36]=[CH:35][CH:34]=[C:28]2[C:29]([O:31][C:32](=[O:33])[C:27]=12)=O)(=O)C.[CH2:37]([N:39](CC)CC)[CH3:38].[OH2:44], predict the reaction product. The product is: [CH:17]1([O:16][C:10]2[CH:9]=[C:8]([CH:3]([N:2]3[C:32](=[O:33])[C:27]4[C:26]([CH2:38][C:37]([NH2:39])=[O:44])=[CH:36][CH:35]=[CH:34][C:28]=4[C:29]3=[O:31])[CH2:4][CH:5]([OH:7])[CH3:6])[CH:13]=[CH:12][C:11]=2[O:14][CH3:15])[CH2:21][CH2:20][CH2:19][CH2:18]1. (2) Given the reactants [Br:1][C:2]1[C:3]([F:22])=[C:4]([C:9]([CH3:21])=[C:10]([N:12]([CH2:19][CH3:20])[CH:13]2[CH2:18][CH2:17][O:16][CH2:15][CH2:14]2)[CH:11]=1)[C:5]([O:7]C)=[O:6].[OH-].[Na+].Cl, predict the reaction product. The product is: [Br:1][C:2]1[C:3]([F:22])=[C:4]([C:9]([CH3:21])=[C:10]([N:12]([CH2:19][CH3:20])[CH:13]2[CH2:18][CH2:17][O:16][CH2:15][CH2:14]2)[CH:11]=1)[C:5]([OH:7])=[O:6]. (3) Given the reactants C(C1N=C(N2CCC(F)(F)C2)C2C(=NN(CC)N=2)N=1)(C)(C)C.[C:23]([C:27]1[N:28]=[C:29]([N:36]2[CH2:40][CH2:39][C:38]([F:42])([F:41])[CH2:37]2)[C:30]2[N:35]=[N:34][NH:33][C:31]=2[N:32]=1)([CH3:26])([CH3:25])[CH3:24].FC(F)(F)S(O[CH2:49][C:50]([F:53])([F:52])[F:51])(=O)=O, predict the reaction product. The product is: [C:23]([C:27]1[N:28]=[C:29]([N:36]2[CH2:40][CH2:39][C:38]([F:41])([F:42])[CH2:37]2)[C:30]2[C:31](=[N:33][N:34]([CH2:49][C:50]([F:53])([F:52])[F:51])[N:35]=2)[N:32]=1)([CH3:26])([CH3:24])[CH3:25].